This data is from Catalyst prediction with 721,799 reactions and 888 catalyst types from USPTO. The task is: Predict which catalyst facilitates the given reaction. (1) Reactant: [CH3:1][Si:2]([C:5]#[CH:6])([CH3:4])[CH3:3].Br[C:8]1[CH:13]=[C:12]([F:14])[CH:11]=[CH:10][C:9]=1[CH2:15][C:16]([O:18][CH3:19])=[O:17].C1C=CC(P(C2C=CC=CC=2)C2C=CC=CC=2)=CC=1.CCN(CC)CC. Product: [F:14][C:12]1[CH:11]=[CH:10][C:9]([CH2:15][C:16]([O:18][CH3:19])=[O:17])=[C:8]([C:6]#[C:5][Si:2]([CH3:4])([CH3:3])[CH3:1])[CH:13]=1. The catalyst class is: 700. (2) Reactant: F[B-](F)(F)F.[F:6][CH2:7][P+](C1C=CC=CC=1)(C1C=CC=CC=1)C1C=CC=CC=1.C[Si]([N-][Si](C)(C)C)(C)C.[Na+].[Si:37]([O:44][CH2:45][C:46](=O)[CH2:47][NH:48][C:49](=[O:55])[O:50][C:51]([CH3:54])([CH3:53])[CH3:52])([C:40]([CH3:43])([CH3:42])[CH3:41])([CH3:39])[CH3:38]. Product: [Si:37]([O:44][CH2:45][C:46](=[CH:7][F:6])[CH2:47][NH:48][C:49](=[O:55])[O:50][C:51]([CH3:54])([CH3:53])[CH3:52])([C:40]([CH3:43])([CH3:42])[CH3:41])([CH3:39])[CH3:38]. The catalyst class is: 1. (3) Reactant: [O:1]=[C:2]1[N:7]=[C:6]([NH:8][C:9](=[O:22])[CH2:10][C:11]2[CH:16]=[CH:15][CH:14]=[C:13]([O:17][C:18]([F:21])([F:20])[F:19])[CH:12]=2)[CH:5]=[CH:4][N:3]1[CH2:23][CH2:24][CH2:25][CH2:26][N:27]1[CH:31]=[C:30]([C:32]([OH:34])=O)[N:29]=[N:28]1.[C:35]1([CH2:41][NH2:42])[CH:40]=[CH:39][CH:38]=[CH:37][CH:36]=1.C(P1(=O)OP(CCC)(=O)OP(CCC)(=O)O1)CC. Product: [CH2:41]([NH:42][C:32]([C:30]1[N:29]=[N:28][N:27]([CH2:26][CH2:25][CH2:24][CH2:23][N:3]2[CH:4]=[CH:5][C:6]([NH:8][C:9](=[O:22])[CH2:10][C:11]3[CH:16]=[CH:15][CH:14]=[C:13]([O:17][C:18]([F:21])([F:19])[F:20])[CH:12]=3)=[N:7][C:2]2=[O:1])[CH:31]=1)=[O:34])[C:35]1[CH:40]=[CH:39][CH:38]=[CH:37][CH:36]=1. The catalyst class is: 3.